From a dataset of NCI-60 drug combinations with 297,098 pairs across 59 cell lines. Regression. Given two drug SMILES strings and cell line genomic features, predict the synergy score measuring deviation from expected non-interaction effect. Drug 1: CN1C(=O)N2C=NC(=C2N=N1)C(=O)N. Drug 2: CN1C=C(C=N1)C2=C3N=C(C(=C(N3N=C2)N)Br)C4CCCNC4. Cell line: OVCAR3. Synergy scores: CSS=32.8, Synergy_ZIP=6.60, Synergy_Bliss=6.48, Synergy_Loewe=-11.6, Synergy_HSA=3.05.